This data is from Catalyst prediction with 721,799 reactions and 888 catalyst types from USPTO. The task is: Predict which catalyst facilitates the given reaction. (1) Product: [Cl:1][C:2]1[CH:15]=[CH:14][C:13]2[S:12][C:11]3[C:6](=[CH:7][CH:8]=[CH:9][CH:10]=3)[N:5]([CH2:19][C:20]([NH2:22])=[O:21])[C:4]=2[CH:3]=1. Reactant: [Cl:1][C:2]1[CH:15]=[CH:14][C:13]2[S:12][C:11]3[C:6](=[CH:7][CH:8]=[CH:9][CH:10]=3)[NH:5][C:4]=2[CH:3]=1.[H-].[Na+].I[CH2:19][C:20]([NH2:22])=[O:21].[Na+].[Cl-]. The catalyst class is: 3. (2) Reactant: [NH2:1][CH2:2][CH2:3][C@@:4]1([C:27]2[CH:32]=[CH:31][C:30]([F:33])=[CH:29][CH:28]=2)[O:9][C:8](=[O:10])[N:7]([C@H:11]([C:13]2[CH:18]=[CH:17][C:16]([C:19]3[CH:24]=[CH:23][C:22]([F:25])=[CH:21][C:20]=3[F:26])=[CH:15][CH:14]=2)[CH3:12])[CH2:6][CH2:5]1.N1C=CC=CC=1.[C:40](OC(=O)C)(=[O:42])[CH3:41]. Product: [F:26][C:20]1[CH:21]=[C:22]([F:25])[CH:23]=[CH:24][C:19]=1[C:16]1[CH:15]=[CH:14][C:13]([C@@H:11]([N:7]2[CH2:6][CH2:5][C@:4]([CH2:3][CH2:2][NH:1][C:40](=[O:42])[CH3:41])([C:27]3[CH:28]=[CH:29][C:30]([F:33])=[CH:31][CH:32]=3)[O:9][C:8]2=[O:10])[CH3:12])=[CH:18][CH:17]=1. The catalyst class is: 2. (3) Reactant: [H-].[Na+].[N+:3]([C:6]1[CH:12]=[CH:11][CH:10]=[CH:9][C:7]=1[NH2:8])([O-:5])=[O:4].[C:13](Cl)(=[O:20])[C:14]1[CH:19]=[CH:18][CH:17]=[CH:16][CH:15]=1.O. The catalyst class is: 7. Product: [C:13]([NH:8][C:7]1[CH:9]=[CH:10][CH:11]=[CH:12][C:6]=1[N+:3]([O-:5])=[O:4])(=[O:20])[C:14]1[CH:19]=[CH:18][CH:17]=[CH:16][CH:15]=1. (4) Reactant: [NH2:1][C:2]1[N:7]=[C:6]([N:8]2[C@H:13]([CH3:14])[CH2:12][O:11][C@H:10]([CH2:15][NH:16][S:17]([C:20]3[CH:25]=[CH:24][CH:23]=[CH:22][CH:21]=3)(=[O:19])=[O:18])[CH2:9]2)[CH:5]=[C:4]([C:26]2[CH:31]=[CH:30][C:29]([C:32]#[N:33])=[C:28](F)[CH:27]=2)[N:3]=1.O.[NH2:36][NH2:37]. Product: [NH2:1][C:2]1[N:7]=[C:6]([N:8]2[C@H:13]([CH3:14])[CH2:12][O:11][C@H:10]([CH2:15][NH:16][S:17]([C:20]3[CH:25]=[CH:24][CH:23]=[CH:22][CH:21]=3)(=[O:19])=[O:18])[CH2:9]2)[CH:5]=[C:4]([C:26]2[CH:27]=[C:28]3[C:29]([C:32]([NH2:33])=[N:36][NH:37]3)=[CH:30][CH:31]=2)[N:3]=1. The catalyst class is: 8. (5) Reactant: [N:1]1[C:10]2[C:5](=[CH:6][CH:7]=[C:8]3[CH:14]=[CH:13][CH:12]=[CH:11][C:9]3=2)[CH:4]=[CH:3][CH:2]=1.[CH3:15][C:16]([O-:18])=[O:17].CC([O-])=O.[Pd+2:23]. Product: [C:16]([O-:18])(=[O:17])[CH3:15].[N:1]1[C:10]2[C:5](=[CH:6][CH:7]=[C:8]3[CH:14]=[CH:13][CH:12]=[CH:11][C:9]3=2)[CH:4]=[CH:3][C:2]=1[Pd+:23]. The catalyst class is: 5. (6) Reactant: [CH3:1][C:2]1[C:11]([N+:12]([O-:14])=[O:13])=[CH:10][CH:9]=[CH:8][C:3]=1[C:4]([O:6][CH3:7])=[O:5].CO[CH:17](OC)[N:18]([CH3:20])[CH3:19].O. Product: [CH3:17][N:18]([CH3:20])[CH:19]=[CH:1][C:2]1[C:11]([N+:12]([O-:14])=[O:13])=[CH:10][CH:9]=[CH:8][C:3]=1[C:4]([O:6][CH3:7])=[O:5]. The catalyst class is: 9. (7) Reactant: [CH3:1][O:2][C:3]([C:5]1[CH:20]=[CH:19][C:8]([C:9]([O:11]N2C(=O)CCC2=O)=O)=[CH:7][C:6]=1[CH3:21])=[O:4].[OH:22][C:23]1[CH:24]=[C:25]([CH:28]=[CH:29][CH:30]=1)[CH2:26][NH2:27].C(N(CC)CC)C. Product: [OH:22][C:23]1[CH:24]=[C:25]([CH2:26][NH:27][C:9]([C:8]2[CH:19]=[CH:20][C:5]([C:3]([O:2][CH3:1])=[O:4])=[C:6]([CH3:21])[CH:7]=2)=[O:11])[CH:28]=[CH:29][CH:30]=1. The catalyst class is: 9.